This data is from Forward reaction prediction with 1.9M reactions from USPTO patents (1976-2016). The task is: Predict the product of the given reaction. (1) Given the reactants Br[C:2]1[CH:3]=[C:4]2[C:9](=[CH:10][CH:11]=1)[N:8]=[C:7]([C:12]1[CH:17]=[C:16]([CH3:18])[C:15]([O:19][CH2:20][CH2:21][O:22][Si:23]([C:26]([CH3:29])([CH3:28])[CH3:27])([CH3:25])[CH3:24])=[C:14]([CH3:30])[CH:13]=1)[NH:6][C:5]2=[O:31].[CH:32]([Sn](CCCC)(CCCC)CCCC)=[CH2:33], predict the reaction product. The product is: [Si:23]([O:22][CH2:21][CH2:20][O:19][C:15]1[C:14]([CH3:30])=[CH:13][C:12]([C:7]2[NH:6][C:5](=[O:31])[C:4]3[C:9](=[CH:10][CH:11]=[C:2]([CH:32]=[CH2:33])[CH:3]=3)[N:8]=2)=[CH:17][C:16]=1[CH3:18])([C:26]([CH3:29])([CH3:27])[CH3:28])([CH3:25])[CH3:24]. (2) Given the reactants P([O-])([O-])([O-])=O.[K+].[K+].[K+].I[C:10]1[CH:11]=[CH:12][C:13]([N:16]2[CH:20]=[CH:19][C:18]([CH:21]([C:23]3[CH:40]=[CH:39][C:26]4[N:27]([CH2:31][O:32][CH2:33][CH2:34][Si:35]([CH3:38])([CH3:37])[CH3:36])[C:28](=[O:30])[S:29][C:25]=4[CH:24]=3)[CH3:22])=[N:17]2)=[N:14][CH:15]=1.[NH:41]1[CH2:46][CH2:45][O:44][CH:43]([CH2:47][OH:48])[CH2:42]1, predict the reaction product. The product is: [OH:48][CH2:47][CH:43]1[O:44][CH2:45][CH2:46][N:41]([C:10]2[CH:11]=[CH:12][C:13]([N:16]3[CH:20]=[CH:19][C:18]([CH:21]([C:23]4[CH:40]=[CH:39][C:26]5[N:27]([CH2:31][O:32][CH2:33][CH2:34][Si:35]([CH3:38])([CH3:37])[CH3:36])[C:28](=[O:30])[S:29][C:25]=5[CH:24]=4)[CH3:22])=[N:17]3)=[N:14][CH:15]=2)[CH2:42]1. (3) Given the reactants O1[C:5]2([CH2:10][CH2:9][C:8]([C:11]3[C:15]4=[N:16][CH:17]=[CH:18][CH:19]=[C:14]4[NH:13][CH:12]=3)=[CH:7][CH2:6]2)[O:4]CC1.[H][H], predict the reaction product. The product is: [NH:13]1[C:14]2[C:15](=[N:16][CH:17]=[CH:18][CH:19]=2)[C:11]([CH:8]2[CH2:7][CH2:6][C:5](=[O:4])[CH2:10][CH2:9]2)=[CH:12]1.